Task: Predict the reactants needed to synthesize the given product.. Dataset: Full USPTO retrosynthesis dataset with 1.9M reactions from patents (1976-2016) Given the product [ClH:29].[CH2:1]([O:3][C:4]1[CH:5]=[C:6]([N:11]2[C:15]([CH2:16][NH2:17])=[CH:14][C:13]([C:25]([F:26])([F:27])[F:28])=[N:12]2)[CH:7]=[C:8]([CH3:10])[CH:9]=1)[CH3:2], predict the reactants needed to synthesize it. The reactants are: [CH2:1]([O:3][C:4]1[CH:5]=[C:6]([N:11]2[C:15]([CH2:16][NH:17]C(=O)OC(C)(C)C)=[CH:14][C:13]([C:25]([F:28])([F:27])[F:26])=[N:12]2)[CH:7]=[C:8]([CH3:10])[CH:9]=1)[CH3:2].[ClH:29].